This data is from Reaction yield outcomes from USPTO patents with 853,638 reactions. The task is: Predict the reaction yield, written as a fraction of the theoretical maximum amount of product (1.0 means a 100% yield; for example, 0.34 means a 34% yield). The reactants are [I:1][C:2]1[CH:3]=[C:4]2[C:8](=[CH:9][CH:10]=1)[NH:7][C:6](=[O:11])[C:5]2=O.[N:13]1[CH:18]=[CH:17][CH:16]=[CH:15][C:14]=1[C:19]1[S:23][C:22]([S:24]([NH:27][NH2:28])(=[O:26])=[O:25])=[CH:21][CH:20]=1. The product is [I:1][C:2]1[CH:3]=[C:4]2[C:8](=[CH:9][CH:10]=1)[NH:7][C:6](=[O:11])[C:5]2=[N:28][NH:27][S:24]([C:22]1[S:23][C:19]([C:14]2[CH:15]=[CH:16][CH:17]=[CH:18][N:13]=2)=[CH:20][CH:21]=1)(=[O:25])=[O:26]. The catalyst is C(O)(=O)C. The yield is 0.230.